Task: Regression/Classification. Given a drug SMILES string, predict its absorption, distribution, metabolism, or excretion properties. Task type varies by dataset: regression for continuous measurements (e.g., permeability, clearance, half-life) or binary classification for categorical outcomes (e.g., BBB penetration, CYP inhibition). Dataset: cyp1a2_veith.. Dataset: CYP1A2 inhibition data for predicting drug metabolism from PubChem BioAssay The drug is O=C(Oc1c(Cl)cc(Cl)c2ccccc12)N1CCCC1. The result is 1 (inhibitor).